From a dataset of Full USPTO retrosynthesis dataset with 1.9M reactions from patents (1976-2016). Predict the reactants needed to synthesize the given product. (1) Given the product [CH2:31]([O:30][C:28]([C:27]1[N:2]=[C:1]([C@@H:4]2[CH2:9][N:8]3[CH2:10][CH2:11][CH2:12][C@@H:7]3[CH2:6][N:5]2[C:13]([O:15][C:16]([CH3:19])([CH3:18])[CH3:17])=[O:14])[S:3][CH:26]=1)=[O:29])[CH3:32], predict the reactants needed to synthesize it. The reactants are: [C:1]([C@@H:4]1[CH2:9][N:8]2[CH2:10][CH2:11][CH2:12][C@@H:7]2[CH2:6][N:5]1[C:13]([O:15][C:16]([CH3:19])([CH3:18])[CH3:17])=[O:14])(=[S:3])[NH2:2].C(=O)([O-])O.[K+].Br[CH2:26][C:27](=O)[C:28]([O:30][CH2:31][CH3:32])=[O:29].FC(F)(F)C(OC(=O)C(F)(F)F)=O.CC1C=C(C)C=C(C)N=1. (2) Given the product [CH2:49]([O:48][C:46]([NH:47][C:8]1[N:13]=[CH:12][C:11]2[C:14]([N:36]([CH2:44][CH3:45])[C:37](=[O:43])[O:38][C:39]([CH3:42])([CH3:41])[CH3:40])=[N:15][N:16]([C:17]([C:30]3[CH:35]=[CH:34][CH:33]=[CH:32][CH:31]=3)([C:24]3[CH:29]=[CH:28][CH:27]=[CH:26][CH:25]=3)[C:18]3[CH:23]=[CH:22][CH:21]=[CH:20][CH:19]=3)[C:10]=2[CH:9]=1)=[O:56])[C:50]1[CH:55]=[CH:54][CH:53]=[CH:52][CH:51]=1, predict the reactants needed to synthesize it. The reactants are: C(=O)([O-])[O-].[Cs+].[Cs+].Cl[C:8]1[N:13]=[CH:12][C:11]2[C:14]([N:36]([CH2:44][CH3:45])[C:37](=[O:43])[O:38][C:39]([CH3:42])([CH3:41])[CH3:40])=[N:15][N:16]([C:17]([C:30]3[CH:35]=[CH:34][CH:33]=[CH:32][CH:31]=3)([C:24]3[CH:29]=[CH:28][CH:27]=[CH:26][CH:25]=3)[C:18]3[CH:23]=[CH:22][CH:21]=[CH:20][CH:19]=3)[C:10]=2[CH:9]=1.[C:46](=[O:56])([O:48][CH2:49][C:50]1[CH:55]=[CH:54][CH:53]=[CH:52][CH:51]=1)[NH2:47].C1(P(C2CCCCC2)C2C(OC)=CC=C(OC)C=2C2C(C(C)C)=CC(C(C)C)=CC=2C(C)C)CCCCC1. (3) Given the product [Br:1][C:2]1[CH:3]=[C:4]([CH:8]=[CH:9][C:10]=1[C:11]([N:13]1[CH2:17][CH2:16][CH2:15][CH2:14]1)=[O:12])[C:5]([NH:60][C@H:57]([C:55]1[NH:54][C:53]2[CH:61]=[CH:62][C:50]([Br:49])=[CH:51][C:52]=2[N:56]=1)[CH2:58][OH:59])=[O:7], predict the reactants needed to synthesize it. The reactants are: [Br:1][C:2]1[CH:3]=[C:4]([CH:8]=[CH:9][C:10]=1[C:11]([N:13]1[CH2:17][CH2:16][CH2:15][CH2:14]1)=[O:12])[C:5]([OH:7])=O.CN(C(ON1N=NC2C=CC=CC1=2)=[N+](C)C)C.[B-](F)(F)(F)F.C(N(C(C)C)CC)(C)C.[Br:49][C:50]1[CH:62]=[CH:61][C:53]2[NH:54][C:55]([C@@H:57]([NH2:60])[CH2:58][OH:59])=[N:56][C:52]=2[CH:51]=1.BrBr. (4) Given the product [CH2:30]([N:24]([CH2:17][C:18]1[CH:19]=[CH:20][CH:21]=[CH:22][CH:23]=1)[C@H:25]([CH3:26])[C@@H:27]([OH:28])[CH2:29][N:11]([CH2:10][CH2:9][CH2:8][C:5]1[CH:6]=[CH:7][C:2]([F:1])=[CH:3][CH:4]=1)[CH2:12][C:13]([F:14])([F:15])[F:16])[C:31]1[CH:32]=[CH:33][CH:34]=[CH:35][CH:36]=1, predict the reactants needed to synthesize it. The reactants are: [F:1][C:2]1[CH:7]=[CH:6][C:5]([CH2:8][CH2:9][CH2:10][NH:11][CH2:12][C:13]([F:16])([F:15])[F:14])=[CH:4][CH:3]=1.[CH2:17]([N:24]([CH2:30][C:31]1[CH:36]=[CH:35][CH:34]=[CH:33][CH:32]=1)[C@@H:25]([C@H:27]1[CH2:29][O:28]1)[CH3:26])[C:18]1[CH:23]=[CH:22][CH:21]=[CH:20][CH:19]=1. (5) Given the product [F:28][C:3]1([F:2])[CH2:5][CH:4]1[CH2:6][O:7][C:8]1[CH:9]=[C:10]2[C:15](=[CH:16][CH:17]=1)[CH2:14][N:13]([CH2:18][C:19]1[CH:20]=[CH:21][C:22]([C@@H:25]([NH:27][C:32]([NH:31][CH2:29][CH3:30])=[O:33])[CH3:26])=[CH:23][CH:24]=1)[CH2:12][CH2:11]2, predict the reactants needed to synthesize it. The reactants are: Cl.[F:2][C:3]1([F:28])[CH2:5][CH:4]1[CH2:6][O:7][C:8]1[CH:9]=[C:10]2[C:15](=[CH:16][CH:17]=1)[CH2:14][N:13]([CH2:18][C:19]1[CH:24]=[CH:23][C:22]([C@@H:25]([NH2:27])[CH3:26])=[CH:21][CH:20]=1)[CH2:12][CH2:11]2.[CH2:29]([N:31]=[C:32]=[O:33])[CH3:30]. (6) Given the product [CH:9]([C:11]1[CH:19]=[CH:18][C:14]([C:15]([O:17][CH2:1][CH2:2][CH2:3][CH2:4][CH2:5][CH2:6][CH3:7])=[O:16])=[CH:13][CH:12]=1)=[O:10], predict the reactants needed to synthesize it. The reactants are: [CH2:1](O)[CH2:2][CH2:3][CH2:4][CH2:5][CH2:6][CH3:7].[CH:9]([C:11]1[CH:19]=[CH:18][C:14]([C:15]([OH:17])=[O:16])=[CH:13][CH:12]=1)=[O:10].